Task: Regression. Given two drug SMILES strings and cell line genomic features, predict the synergy score measuring deviation from expected non-interaction effect.. Dataset: NCI-60 drug combinations with 297,098 pairs across 59 cell lines (1) Drug 1: CC12CCC(CC1=CCC3C2CCC4(C3CC=C4C5=CN=CC=C5)C)O. Drug 2: CC1C(C(CC(O1)OC2CC(CC3=C2C(=C4C(=C3O)C(=O)C5=CC=CC=C5C4=O)O)(C(=O)C)O)N)O. Cell line: OVCAR-4. Synergy scores: CSS=29.2, Synergy_ZIP=-1.17, Synergy_Bliss=0.282, Synergy_Loewe=-18.1, Synergy_HSA=3.51. (2) Drug 1: CN1CCC(CC1)COC2=C(C=C3C(=C2)N=CN=C3NC4=C(C=C(C=C4)Br)F)OC. Drug 2: CN(C)C1=NC(=NC(=N1)N(C)C)N(C)C. Cell line: T-47D. Synergy scores: CSS=4.71, Synergy_ZIP=-0.495, Synergy_Bliss=4.69, Synergy_Loewe=-5.79, Synergy_HSA=0.703. (3) Drug 1: COCCOC1=C(C=C2C(=C1)C(=NC=N2)NC3=CC=CC(=C3)C#C)OCCOC. Drug 2: CC1CCC2CC(C(=CC=CC=CC(CC(C(=O)C(C(C(=CC(C(=O)CC(OC(=O)C3CCCCN3C(=O)C(=O)C1(O2)O)C(C)CC4CCC(C(C4)OC)OP(=O)(C)C)C)C)O)OC)C)C)C)OC. Cell line: NCI-H460. Synergy scores: CSS=34.0, Synergy_ZIP=6.21, Synergy_Bliss=8.27, Synergy_Loewe=11.8, Synergy_HSA=11.8. (4) Drug 1: CC1OCC2C(O1)C(C(C(O2)OC3C4COC(=O)C4C(C5=CC6=C(C=C35)OCO6)C7=CC(=C(C(=C7)OC)O)OC)O)O. Drug 2: CCN(CC)CCCC(C)NC1=C2C=C(C=CC2=NC3=C1C=CC(=C3)Cl)OC. Cell line: NCI-H460. Synergy scores: CSS=59.3, Synergy_ZIP=10.5, Synergy_Bliss=9.90, Synergy_Loewe=-0.0732, Synergy_HSA=11.6. (5) Drug 1: C1=CN(C(=O)N=C1N)C2C(C(C(O2)CO)O)O.Cl. Drug 2: CC(C)CN1C=NC2=C1C3=CC=CC=C3N=C2N. Cell line: HCT-15. Synergy scores: CSS=27.7, Synergy_ZIP=-7.88, Synergy_Bliss=-6.32, Synergy_Loewe=-4.68, Synergy_HSA=-5.11. (6) Drug 1: C1=CC(=CC=C1CCCC(=O)O)N(CCCl)CCCl. Drug 2: CN(CCCl)CCCl.Cl. Cell line: EKVX. Synergy scores: CSS=0.135, Synergy_ZIP=-5.55, Synergy_Bliss=-9.52, Synergy_Loewe=-9.08, Synergy_HSA=-8.16. (7) Drug 1: CN(CCCl)CCCl.Cl. Drug 2: C1C(C(OC1N2C=NC(=NC2=O)N)CO)O. Cell line: HCT116. Synergy scores: CSS=43.4, Synergy_ZIP=1.09, Synergy_Bliss=3.94, Synergy_Loewe=-4.40, Synergy_HSA=-0.122. (8) Drug 1: CC12CCC(CC1=CCC3C2CCC4(C3CC=C4C5=CN=CC=C5)C)O. Drug 2: CCCCCOC(=O)NC1=NC(=O)N(C=C1F)C2C(C(C(O2)C)O)O. Cell line: UACC-257. Synergy scores: CSS=2.69, Synergy_ZIP=-1.23, Synergy_Bliss=-1.51, Synergy_Loewe=-6.01, Synergy_HSA=-2.35. (9) Drug 1: CCC1=CC2CC(C3=C(CN(C2)C1)C4=CC=CC=C4N3)(C5=C(C=C6C(=C5)C78CCN9C7C(C=CC9)(C(C(C8N6C)(C(=O)OC)O)OC(=O)C)CC)OC)C(=O)OC.C(C(C(=O)O)O)(C(=O)O)O. Drug 2: C1C(C(OC1N2C=NC(=NC2=O)N)CO)O. Cell line: NCI-H460. Synergy scores: CSS=56.8, Synergy_ZIP=-2.02, Synergy_Bliss=0.0705, Synergy_Loewe=2.18, Synergy_HSA=1.63. (10) Drug 1: CC1=CC=C(C=C1)C2=CC(=NN2C3=CC=C(C=C3)S(=O)(=O)N)C(F)(F)F. Drug 2: C(CCl)NC(=O)N(CCCl)N=O. Cell line: EKVX. Synergy scores: CSS=-2.88, Synergy_ZIP=1.77, Synergy_Bliss=3.92, Synergy_Loewe=-1.50, Synergy_HSA=-0.868.